The task is: Predict the product of the given reaction.. This data is from Forward reaction prediction with 1.9M reactions from USPTO patents (1976-2016). (1) Given the reactants Cl.[NH2:2][CH2:3][C:4]([CH3:13])([CH3:12])[C:5]([O:7][C:8]([CH3:11])([CH3:10])[CH3:9])=[O:6].[C:14]([O-])(O)=[O:15].[Na+].ClC(Cl)(OC(=O)OC(Cl)(Cl)Cl)Cl, predict the reaction product. The product is: [N:2]([CH2:3][C:4]([CH3:13])([CH3:12])[C:5]([O:7][C:8]([CH3:11])([CH3:10])[CH3:9])=[O:6])=[C:14]=[O:15]. (2) Given the reactants [CH2:1]([O:3][C:4]([N:6]1[CH2:11][CH2:10][N:9]([C:12](=[O:43])[C@@H:13]([NH:19][C:20]([C:22]2[CH:26]=[C:25]([O:27][C:28]3([C:32](OCC)=[O:33])[CH2:31][CH2:30][CH2:29]3)[N:24]([C:37]3[CH:42]=[CH:41][CH:40]=[CH:39][CH:38]=3)[N:23]=2)=[O:21])[CH2:14][CH2:15][C:16]([OH:18])=[O:17])[CH2:8][CH2:7]1)=[O:5])[CH3:2].[NH3:44], predict the reaction product. The product is: [CH2:1]([O:3][C:4]([N:6]1[CH2:11][CH2:10][N:9]([C:12](=[O:43])[C@@H:13]([NH:19][C:20]([C:22]2[CH:26]=[C:25]([O:27][C:28]3([C:32](=[O:33])[NH2:44])[CH2:29][CH2:30][CH2:31]3)[N:24]([C:37]3[CH:38]=[CH:39][CH:40]=[CH:41][CH:42]=3)[N:23]=2)=[O:21])[CH2:14][CH2:15][C:16]([OH:18])=[O:17])[CH2:8][CH2:7]1)=[O:5])[CH3:2]. (3) Given the reactants CO[C:3]([CH3:5])=[CH2:4].[CH3:6][O:7][C:8]([C:10]1[S:11][C:12]([C:16]2[CH:21]=[CH:20][C:19]([Cl:22])=[CH:18][CH:17]=2)=[CH:13][C:14]=1[NH2:15])=[O:9].C(O[BH-](OC(=O)C)OC(=O)C)(=O)C.[Na+].C(=O)(O)[O-].[Na+], predict the reaction product. The product is: [Cl:22][C:19]1[CH:20]=[CH:21][C:16]([C:12]2[S:11][C:10]([C:8]([O:7][CH3:6])=[O:9])=[C:14]([NH:15][CH:3]([CH3:5])[CH3:4])[CH:13]=2)=[CH:17][CH:18]=1. (4) Given the reactants [CH3:1][N:2]([CH3:18])[CH:3]1[CH2:8][CH2:7][CH2:6][N:5]([C:9]2[CH:14]=[CH:13][C:12]([N+:15]([O-])=O)=[CH:11][CH:10]=2)[CH2:4]1.[H][H], predict the reaction product. The product is: [NH2:15][C:12]1[CH:13]=[CH:14][C:9]([N:5]2[CH2:6][CH2:7][CH2:8][CH:3]([N:2]([CH3:18])[CH3:1])[CH2:4]2)=[CH:10][CH:11]=1. (5) Given the reactants [Br:1][C:2]1[CH:10]=[C:9]2[C:5]([C:6](=O)[C:7](=O)[NH:8]2)=[CH:4][CH:3]=1.[N:13]([O-])=O.[Na+].S(=O)(=O)(O)O.Cl.[OH2:23].[OH2:24].Cl[Sn]Cl, predict the reaction product. The product is: [Br:1][C:2]1[CH:10]=[C:9]2[C:5]([C:6]([C:7]([OH:24])=[O:23])=[N:13][NH:8]2)=[CH:4][CH:3]=1. (6) Given the reactants [CH3:1][N:2]1[CH:7]2[CH2:8][CH2:9][CH:3]1[CH2:4][NH:5][CH2:6]2.Br[C:11]1[CH:16]=[CH:15][CH:14]=[C:13]([C:17]([F:20])([F:19])[F:18])[CH:12]=1.CC(C)([O-])C.[Na+].C1(C)C=CC=CC=1, predict the reaction product. The product is: [CH3:1][N:2]1[CH:7]2[CH2:8][CH2:9][CH:3]1[CH2:4][N:5]([C:11]1[CH:16]=[CH:15][CH:14]=[C:13]([C:17]([F:20])([F:19])[F:18])[CH:12]=1)[CH2:6]2. (7) Given the reactants [F:1][C:2]1[CH:22]=[CH:21][CH:20]=[C:19]([F:23])[C:3]=1[C:4]([NH:6][C:7]1[CH:8]=[N:9][NH:10][C:11]=1[C:12]1[CH:17]=[CH:16][C:15]([F:18])=[CH:14][CH:13]=1)=O.[Cl-].[Cl-].C1(P)C=CC=CC=1.O=P12OP3(OP(OP(O3)(O1)=O)(=O)O2)=O.N, predict the reaction product. The product is: [F:1][C:2]1[CH:22]=[CH:21][CH:20]=[C:19]([F:23])[C:3]=1[C:4]1[C:13]2[CH:14]=[C:15]([F:18])[CH:16]=[CH:17][C:12]=2[C:11]2[NH:10][N:9]=[CH:8][C:7]=2[N:6]=1. (8) The product is: [C:17]([O:16][C:15](=[O:21])[NH:14][CH2:13][CH2:12][CH2:11][NH:10][C:2](=[O:3])[CH2:1][O:5][CH2:6][C:7]([NH:43][C@H:28]1[CH2:29][CH2:30][C@:31]2([OH:42])[C@@:26]34[C:35]5[C:34](=[CH:39][CH:38]=[C:37]([OH:40])[C:36]=5[O:41][C@@H:27]13)[CH2:33][CH:32]2[N:23]([CH3:22])[CH2:24][CH2:25]4)=[O:8])([CH3:18])([CH3:20])[CH3:19]. Given the reactants [C:1]([O:5][C:6](=O)[CH2:7][OH:8])(=O)[CH2:2][OH:3].[NH2:10][CH2:11][CH2:12][CH2:13][NH:14][C:15](=[O:21])[O:16][C:17]([CH3:20])([CH3:19])[CH3:18].[CH3:22][N:23]1[C@@H:32]2[CH2:33][C:34]3[CH:39]=[CH:38][C:37]([OH:40])=[C:36]4[O:41][C@H:27]5[C@@H:28]([NH2:43])[CH2:29][CH2:30][C@:31]2([OH:42])[C@:26]5([C:35]=34)[CH2:25][CH2:24]1.CCOC1N(C(OCC)=O)C2C(=CC=CC=2)C=C1, predict the reaction product.